This data is from Full USPTO retrosynthesis dataset with 1.9M reactions from patents (1976-2016). The task is: Predict the reactants needed to synthesize the given product. (1) Given the product [F:34][C:25]1[CH:24]=[C:23]([C:22]2[N:8]([C:4]3[CH:3]=[N:2][CH:7]=[CH:6][CH:5]=3)[N:9]=[C:20]([C:35]([OH:37])=[O:36])[CH:21]=2)[CH:28]=[C:27]([O:29][C:30]([F:33])([F:32])[F:31])[CH:26]=1, predict the reactants needed to synthesize it. The reactants are: Cl.[N:2]1[CH:7]=[CH:6][CH:5]=[C:4]([NH:8][NH2:9])[CH:3]=1.ClC1C=C(N2[C:22]([C:23]3[CH:28]=[C:27]([O:29][C:30]([F:33])([F:32])[F:31])[CH:26]=[C:25]([F:34])[CH:24]=3)=[CH:21][C:20]([C:35]([OH:37])=[O:36])=N2)C=CC=1F. (2) Given the product [CH2:1]([N:3]([CH2:4][C:5]1[CH:10]=[C:9]([N:11]2[CH:15]=[CH:14][CH:13]=[N:12]2)[CH:8]=[CH:7][C:6]=1[I:16])[C:20]([CH:17]1[CH2:19][CH2:18]1)=[O:21])[CH3:2], predict the reactants needed to synthesize it. The reactants are: [CH2:1]([NH:3][CH2:4][C:5]1[CH:10]=[C:9]([N:11]2[CH:15]=[CH:14][CH:13]=[N:12]2)[CH:8]=[CH:7][C:6]=1[I:16])[CH3:2].[CH:17]1([C:20](Cl)=[O:21])[CH2:19][CH2:18]1. (3) Given the product [CH3:1][C:2]([CH3:16])([CH3:15])[CH2:3][CH:4]([C:5]([OH:7])=[O:6])[C:10]([OH:12])=[O:11], predict the reactants needed to synthesize it. The reactants are: [CH3:1][C:2]([CH3:16])([CH3:15])[CH2:3][CH:4]([C:10]([O:12]CC)=[O:11])[C:5]([O:7]CC)=[O:6].CO.[OH-].[K+].C1(C)C=CC=CC=1. (4) Given the product [C:46]([C:43]1[CH:44]=[C:45]2[C:40](=[CH:41][C:42]=1[O:48][CH2:49][CH2:50][O:51][CH3:52])[N:39]=[CH:38][CH:37]=[C:36]2[O:35][C:34]1[CH:33]=[CH:32][C:31]([NH:30][C:21]([NH:20][C:16]2[CH:17]=[CH:18][CH:19]=[C:14]([S:11]([CH3:10])(=[O:12])=[O:13])[CH:15]=2)=[O:29])=[CH:54][CH:53]=1)#[N:47], predict the reactants needed to synthesize it. The reactants are: C(N(C(C)C)CC)(C)C.[CH3:10][S:11]([C:14]1[CH:15]=[C:16]([NH:20][C:21](=[O:29])OC2C=CC=CC=2)[CH:17]=[CH:18][CH:19]=1)(=[O:13])=[O:12].[NH2:30][C:31]1[CH:54]=[CH:53][C:34]([O:35][C:36]2[C:45]3[C:40](=[CH:41][C:42]([O:48][CH2:49][CH2:50][O:51][CH3:52])=[C:43]([C:46]#[N:47])[CH:44]=3)[N:39]=[CH:38][CH:37]=2)=[CH:33][CH:32]=1.